Predict the product of the given reaction. From a dataset of Forward reaction prediction with 1.9M reactions from USPTO patents (1976-2016). (1) Given the reactants CS(C1C=CC(N2CCCC2)=C(C=1)C(O)=O)(=O)=O.Cl[C:20]1[CH:28]=[CH:27][C:26]([S:29](=[O:32])(=[O:31])[NH2:30])=[CH:25][C:21]=1[C:22]([OH:24])=[O:23].[NH:33]1[CH2:38][CH2:37][O:36][CH2:35][CH2:34]1, predict the reaction product. The product is: [N:33]1([C:20]2[CH:28]=[CH:27][C:26]([S:29](=[O:32])(=[O:31])[NH2:30])=[CH:25][C:21]=2[C:22]([OH:24])=[O:23])[CH2:38][CH2:37][O:36][CH2:35][CH2:34]1. (2) Given the reactants [CH2:1]([Li])CCC.[C:6]([O:10][C:11]([N:13]1[CH2:18][CH2:17][CH:16]([CH2:19][CH:20]=O)[CH2:15][CH2:14]1)=[O:12])([CH3:9])([CH3:8])[CH3:7], predict the reaction product. The product is: [C:6]([O:10][C:11]([N:13]1[CH2:18][CH2:17][CH:16]([CH2:19][CH:20]=[CH2:1])[CH2:15][CH2:14]1)=[O:12])([CH3:9])([CH3:8])[CH3:7]. (3) Given the reactants Br[CH2:2][C:3]([C:5]1[CH:6]=[C:7]([CH:12]=[CH:13][CH:14]=1)[C:8]([O:10][CH3:11])=[O:9])=[O:4].[N-:15]=[N+:16]=[N-:17].[Na+], predict the reaction product. The product is: [N:15]([CH2:2][C:3]([C:5]1[CH:6]=[C:7]([CH:12]=[CH:13][CH:14]=1)[C:8]([O:10][CH3:11])=[O:9])=[O:4])=[N+:16]=[N-:17].